Dataset: Catalyst prediction with 721,799 reactions and 888 catalyst types from USPTO. Task: Predict which catalyst facilitates the given reaction. (1) Reactant: [F:1][C:2]1[C:10]([N:11]([S:18]([CH2:21][CH2:22][CH2:23][F:24])(=[O:20])=[O:19])S(CCC)(=O)=O)=[CH:9][CH:8]=[C:7]([F:25])[C:3]=1[C:4]([O-:6])=[O:5].[OH-].[Li+]. Product: [F:1][C:2]1[C:10]([NH:11][S:18]([CH2:21][CH2:22][CH2:23][F:24])(=[O:19])=[O:20])=[CH:9][CH:8]=[C:7]([F:25])[C:3]=1[C:4]([OH:6])=[O:5]. The catalyst class is: 87. (2) The catalyst class is: 3. Reactant: [OH:1][C:2]1[CH:21]=[CH:20][C:5]2[C:6]([CH2:9][N:10]3[CH2:15][CH2:14][CH:13]([NH:16][C:17](=[O:19])[CH3:18])[CH2:12][CH2:11]3)=[CH:7][O:8][C:4]=2[CH:3]=1.[C:22]([O-])([O-:24])=[O:23].[Cs+].[Cs+].Cl[C:29]1[S:30][C:31]2[C:32]([N:38]=1)=[N:33][C:34]([CH3:37])=[CH:35][CH:36]=2. Product: [CH:22]([OH:24])=[O:23].[CH3:37][C:34]1[N:33]=[C:32]2[N:38]=[C:29]([O:1][C:2]3[CH:21]=[CH:20][C:5]4[C:6]([CH2:9][N:10]5[CH2:15][CH2:14][CH:13]([NH:16][C:17](=[O:19])[CH3:18])[CH2:12][CH2:11]5)=[CH:7][O:8][C:4]=4[CH:3]=3)[S:30][C:31]2=[CH:36][CH:35]=1. (3) Reactant: OC[CH2:3][CH2:4][O:5][CH2:6][CH2:7][O:8][N:9]([CH3:17])[C:10](=[O:16])[O:11][C:12]([CH3:15])([CH3:14])[CH3:13].[C:18]([O:27][CH3:28])(=[O:26])[CH2:19][CH2:20][CH2:21][CH2:22][C:23]([O-:25])=[O:24].C1CCC(N=C=NC2CCCCC2)CC1. Product: [C:18]([O:27][CH3:28])(=[O:26])[CH2:19][CH2:20][CH2:21][CH2:22][C:23]([O:25][CH2:3][CH2:4][O:5][CH2:6][CH2:7][O:8][N:9]([CH3:17])[C:10](=[O:16])[O:11][C:12]([CH3:13])([CH3:14])[CH3:15])=[O:24]. The catalyst class is: 64. (4) Reactant: [CH3:1][N:2]1[CH:7]=[CH:6][C:5](=[O:8])[NH:4][C:3]1=[O:9].[C:10]([O:14][C:15]([NH:17][C@H:18]([C:29]([O:31][CH3:32])=[O:30])[CH2:19][C:20]1[N:25]=[CH:24][C:23](B(O)O)=[CH:22][CH:21]=1)=[O:16])([CH3:13])([CH3:12])[CH3:11].C(N(CC)CC)C. Product: [C:10]([O:14][C:15]([NH:17][C@H:18]([C:29]([O:31][CH3:32])=[O:30])[CH2:19][C:20]1[CH:21]=[CH:22][C:23]([N:4]2[C:5](=[O:8])[CH:6]=[CH:7][N:2]([CH3:1])[C:3]2=[O:9])=[CH:24][N:25]=1)=[O:16])([CH3:12])([CH3:13])[CH3:11]. The catalyst class is: 302. (5) Reactant: Cl[C:2]1[C:7]2=[C:8]([CH3:16])[C:9]([C:11]([O:13][CH2:14][CH3:15])=[O:12])=[CH:10][N:6]2[N:5]=[CH:4][N:3]=1.C1N2CCN(CC2)C1.[F:25][C:26]1[CH:31]=[CH:30][C:29]([CH2:32][C:33]([NH:35][C:36]([NH:38][C:39]2[CH:44]=[CH:43][C:42]([OH:45])=[CH:41][CH:40]=2)=[S:37])=[O:34])=[CH:28][CH:27]=1. Product: [F:25][C:26]1[CH:27]=[CH:28][C:29]([CH2:32][C:33]([NH:35][C:36](=[S:37])[NH:38][C:39]2[CH:44]=[CH:43][C:42]([O:45][C:2]3[C:7]4=[C:8]([CH3:16])[C:9]([C:11]([O:13][CH2:14][CH3:15])=[O:12])=[CH:10][N:6]4[N:5]=[CH:4][N:3]=3)=[CH:41][CH:40]=2)=[O:34])=[CH:30][CH:31]=1. The catalyst class is: 10. (6) The catalyst class is: 1. Reactant: [H-].[H-].[H-].[H-].[Li+].[Al+3].[N+:7]([C:10]1[CH:11]=[C:12]2[C:16](=[CH:17][CH:18]=1)[NH:15][CH:14]=[C:13]2[CH2:19][CH2:20][C:21](OCC)=[O:22])([O-:9])=[O:8]. Product: [N+:7]([C:10]1[CH:11]=[C:12]2[C:16](=[CH:17][CH:18]=1)[NH:15][CH:14]=[C:13]2[CH2:19][CH2:20][CH2:21][OH:22])([O-:9])=[O:8]. (7) Reactant: [C:1]([O:5][C:6]([N:8]1[CH2:13][CH2:12][CH2:11][C@@H:10]([CH2:14][N:15]2[CH2:20][CH2:19][N:18](C(OCC3C=CC=CC=3)=O)[CH2:17][CH2:16]2)[CH2:9]1)=[O:7])([CH3:4])([CH3:3])[CH3:2]. Product: [N:15]1([CH2:14][C@@H:10]2[CH2:11][CH2:12][CH2:13][N:8]([C:6]([O:5][C:1]([CH3:4])([CH3:3])[CH3:2])=[O:7])[CH2:9]2)[CH2:20][CH2:19][NH:18][CH2:17][CH2:16]1. The catalyst class is: 5. (8) Reactant: [F:1][C:2]([F:15])([F:14])[C:3]1[NH:13][C:6]2=[N:7][CH:8]=[C:9]([CH2:11][NH2:12])[CH:10]=[C:5]2[CH:4]=1.[Cl:16][C:17]1[C:22]([CH3:23])=[C:21]([C:24]([F:27])([F:26])[CH3:25])[N:20]=[CH:19][N:18]=1.CCN(C(C)C)C(C)C.Cl.C(OCC)C. Product: [ClH:16].[F:26][C:24]([C:21]1[N:20]=[CH:19][N:18]=[C:17]([NH:12][CH2:11][C:9]2[CH:10]=[C:5]3[CH:4]=[C:3]([C:2]([F:1])([F:14])[F:15])[NH:13][C:6]3=[N:7][CH:8]=2)[C:22]=1[CH3:23])([F:27])[CH3:25]. The catalyst class is: 435. (9) Reactant: [Cl:1][C:2]1[CH:3]=[C:4]([C@H:9]([NH:12][C:13](=[O:19])[O:14][C:15]([CH3:18])([CH3:17])[CH3:16])[CH2:10][OH:11])[CH:5]=[CH:6][C:7]=1[F:8].C([O-])(O)=O.[Na+].CC(OI1(OC(C)=O)(OC(C)=O)OC(=O)C2C=CC=CC1=2)=O.S(=O)(O)[O-].[Na+]. Product: [Cl:1][C:2]1[CH:3]=[C:4]([C@H:9]([NH:12][C:13](=[O:19])[O:14][C:15]([CH3:17])([CH3:16])[CH3:18])[CH:10]=[O:11])[CH:5]=[CH:6][C:7]=1[F:8]. The catalyst class is: 876. (10) Reactant: [N:1]([CH:4]([C:6]1[C:11]([C:12]2[CH:17]=[CH:16][CH:15]=[CH:14][CH:13]=2)=[N:10][N:9]([CH2:18][CH:19]2[CH2:21][CH2:20]2)[C:8](=[O:22])[CH:7]=1)[CH3:5])=[N+]=[N-]. Product: [NH2:1][CH:4]([C:6]1[C:11]([C:12]2[CH:17]=[CH:16][CH:15]=[CH:14][CH:13]=2)=[N:10][N:9]([CH2:18][CH:19]2[CH2:21][CH2:20]2)[C:8](=[O:22])[CH:7]=1)[CH3:5]. The catalyst class is: 6.